From a dataset of Blood-brain barrier permeability regression values from the B3DB database. Regression/Classification. Given a drug SMILES string, predict its absorption, distribution, metabolism, or excretion properties. Task type varies by dataset: regression for continuous measurements (e.g., permeability, clearance, half-life) or binary classification for categorical outcomes (e.g., BBB penetration, CYP inhibition). For this dataset (b3db_regression), we predict Y. (1) The compound is CC1=C(C=C(C=C1)NC(=O)C2=CC=C(C=C2)CN3CCN(CC3)C)NC4=NC=CC(=N4)C5=CN=CC=C5. The Y is -1.50 log(BB ratio). (2) The molecule is C[C@]12C[C@@H]([C@H]3[C@H]([C@@H]1CC[C@@]2(C(=O)CO)O)CCC4=CC(=O)C=C[C@]34C)O. The Y is -0.180 log(BB ratio).